From a dataset of Full USPTO retrosynthesis dataset with 1.9M reactions from patents (1976-2016). Predict the reactants needed to synthesize the given product. (1) Given the product [C:13]1([C:12]2[C:20]3[C:21](=[N:22][CH:23]=[CH:24][CH:25]=3)[S:26][C:27]=2[C:28]([O:30][CH2:31][CH3:32])=[O:29])[CH:18]=[CH:17][CH:16]=[CH:15][CH:14]=1, predict the reactants needed to synthesize it. The reactants are: SCC(OCC)=O.[H-].[Na+].[H][H].[C:12]([C:20]1[C:21]([S:26][CH2:27][C:28]([O:30][CH2:31][CH3:32])=[O:29])=[N:22][CH:23]=[CH:24][CH:25]=1)(=O)[C:13]1[CH:18]=[CH:17][CH:16]=[CH:15][CH:14]=1. (2) Given the product [NH2:17][C:4]1[CH:3]=[C:2]([F:1])[C:10]([N:11]2[CH2:16][CH2:15][O:14][CH2:13][CH2:12]2)=[CH:9][C:5]=1[C:6]([OH:8])=[O:7], predict the reactants needed to synthesize it. The reactants are: [F:1][C:2]1[C:10]([N:11]2[CH2:16][CH2:15][O:14][CH2:13][CH2:12]2)=[CH:9][C:5]([C:6]([OH:8])=[O:7])=[C:4]([N+:17]([O-])=O)[CH:3]=1.